From a dataset of Peptide-MHC class II binding affinity with 134,281 pairs from IEDB. Regression. Given a peptide amino acid sequence and an MHC pseudo amino acid sequence, predict their binding affinity value. This is MHC class II binding data. The MHC is HLA-DQA10401-DQB10402 with pseudo-sequence HLA-DQA10401-DQB10402. The peptide sequence is IHEPTAAAIAYGLDR. The binding affinity (normalized) is 0.588.